Dataset: Catalyst prediction with 721,799 reactions and 888 catalyst types from USPTO. Task: Predict which catalyst facilitates the given reaction. (1) Reactant: CC1C=C2N=C3C(=NC(NC3=O)=O)N(C[C@H](O)[C@H](O)[C@H](O)CO)C2=CC=1C.[CH3:28][N:29]1[C:33](=[O:34])[N:32]([C:35]2[CH:40]=[C:39]([N+:41]([O-])=O)[CH:38]=[CH:37][C:36]=2[O:44][CH:45]2[CH2:48][O:47][CH2:46]2)[N:31]=[N:30]1. Product: [NH2:41][C:39]1[CH:38]=[CH:37][C:36]([O:44][CH:45]2[CH2:48][O:47][CH2:46]2)=[C:35]([N:32]2[C:33](=[O:34])[N:29]([CH3:28])[N:30]=[N:31]2)[CH:40]=1. The catalyst class is: 19. (2) Reactant: Cl[C:2]1[C:11]2[C:6](=[CH:7][C:8]([F:13])=[CH:9][C:10]=2[F:12])[N:5]=[C:4]([C:14]2[CH:19]=[CH:18][CH:17]=[CH:16][C:15]=2[S:20]([CH3:22])=[O:21])[C:3]=1[CH3:23].[O:24]1[CH2:29][CH2:28][N:27]([C:30]2[CH:31]=[C:32]([NH2:36])[CH:33]=[N:34][CH:35]=2)[CH2:26][CH2:25]1. Product: [F:12][C:10]1[CH:9]=[C:8]([F:13])[CH:7]=[C:6]2[C:11]=1[C:2]([NH:36][C:32]1[CH:33]=[N:34][CH:35]=[C:30]([N:27]3[CH2:28][CH2:29][O:24][CH2:25][CH2:26]3)[CH:31]=1)=[C:3]([CH3:23])[C:4]([C:14]1[CH:19]=[CH:18][CH:17]=[CH:16][C:15]=1[S:20]([CH3:22])=[O:21])=[N:5]2. The catalyst class is: 11. (3) Reactant: [CH2:1]([N:3]1[C:7]2=[N:8][CH:9]=[C:10]([O:12][CH3:13])[CH:11]=[C:6]2[CH:5]=[C:4]1[C:14]([O:16]CC)=[O:15])[CH3:2].[OH-].[Li+]. Product: [CH2:1]([N:3]1[C:7]2=[N:8][CH:9]=[C:10]([O:12][CH3:13])[CH:11]=[C:6]2[CH:5]=[C:4]1[C:14]([OH:16])=[O:15])[CH3:2]. The catalyst class is: 87. (4) Reactant: [S:1]1[C:5]2[CH:6]=[C:7]([NH2:10])[CH:8]=[CH:9][C:4]=2[N:3]=[CH:2]1.[C:11]([O:15][C:16]([N:18]1[CH2:23][CH2:22][CH:21]([C:24](O)=[O:25])[CH2:20][CH2:19]1)=[O:17])([CH3:14])([CH3:13])[CH3:12].CCN(C(C)C)C(C)C.CCCP(=O)=O. Product: [C:11]([O:15][C:16]([N:18]1[CH2:23][CH2:22][CH:21]([C:24](=[O:25])[NH:10][C:7]2[CH:8]=[CH:9][C:4]3[N:3]=[CH:2][S:1][C:5]=3[CH:6]=2)[CH2:20][CH2:19]1)=[O:17])([CH3:14])([CH3:13])[CH3:12]. The catalyst class is: 18. (5) Reactant: [C:1]([O:5][C:6](=[O:20])[NH:7][C:8]([C:12]1[CH:17]=[C:16]([F:18])[CH:15]=[C:14]([F:19])[CH:13]=1)([CH3:11])[CH:9]=O)([CH3:4])([CH3:3])[CH3:2].Cl.[NH2:22][C:23]1([C:29]([O:31][CH3:32])=[O:30])[CH2:28][CH2:27][CH2:26][CH2:25][CH2:24]1.CC(O)=O.[BH3-]C#N.[Na+]. Product: [C:1]([O:5][C:6]([NH:7][C:8]([C:12]1[CH:17]=[C:16]([F:18])[CH:15]=[C:14]([F:19])[CH:13]=1)([CH3:11])[CH2:9][NH:22][C:23]1([C:29]([O:31][CH3:32])=[O:30])[CH2:28][CH2:27][CH2:26][CH2:25][CH2:24]1)=[O:20])([CH3:4])([CH3:3])[CH3:2]. The catalyst class is: 5. (6) Reactant: [Cl:1][C:2]1[CH:3]=[C:4]([C:12]2[N:16]=[C:15]([C:17]3[CH:22]=[CH:21][C:20](/[CH:23]=[CH:24]\[C:25]([O:27]C)=[O:26])=[CH:19][CH:18]=3)[O:14][N:13]=2)[CH:5]=[CH:6][C:7]=1[O:8][CH:9]([CH3:11])[CH3:10].[OH-].[Na+].Cl. Product: [Cl:1][C:2]1[CH:3]=[C:4]([C:12]2[N:16]=[C:15]([C:17]3[CH:22]=[CH:21][C:20](/[CH:23]=[CH:24]\[C:25]([OH:27])=[O:26])=[CH:19][CH:18]=3)[O:14][N:13]=2)[CH:5]=[CH:6][C:7]=1[O:8][CH:9]([CH3:11])[CH3:10]. The catalyst class is: 14.